This data is from Catalyst prediction with 721,799 reactions and 888 catalyst types from USPTO. The task is: Predict which catalyst facilitates the given reaction. Reactant: [H-].[Al+3].[Li+].[H-].[H-].[H-].[C:7]([C:9]1[CH:18]=[CH:17][C:16]([F:19])=[CH:15][C:10]=1[C:11](OC)=[O:12])#[N:8]. Product: [NH2:8][CH2:7][C:9]1[CH:18]=[CH:17][C:16]([F:19])=[CH:15][C:10]=1[CH2:11][OH:12]. The catalyst class is: 1.